The task is: Predict the reaction yield, written as a fraction of the theoretical maximum amount of product (1.0 means a 100% yield; for example, 0.34 means a 34% yield).. This data is from Reaction yield outcomes from USPTO patents with 853,638 reactions. (1) The reactants are [Cl:1][C:2]1[CH:7]=[CH:6][C:5]([C:8]2[C:12]([CH2:13][O:14][C:15]3[CH:23]=[CH:22][C:18]([C:19]([OH:21])=O)=[CH:17][N:16]=3)=[C:11]([CH3:24])[O:10][N:9]=2)=[CH:4][CH:3]=1.[NH2:25][C@@H:26]([CH2:28][OH:29])[CH3:27]. No catalyst specified. The product is [Cl:1][C:2]1[CH:3]=[CH:4][C:5]([C:8]2[C:12]([CH2:13][O:14][C:15]3[CH:23]=[CH:22][C:18]([C:19]([NH:25][C@H:26]([CH3:27])[CH2:28][OH:29])=[O:21])=[CH:17][N:16]=3)=[C:11]([CH3:24])[O:10][N:9]=2)=[CH:6][CH:7]=1. The yield is 0.940. (2) The reactants are [OH-:1].[Na+].S(O)(O)(=O)=O.[NH2:8]O.[Cl:10][C:11]1[CH:12]=[C:13]([C:21]([C:39]([F:42])([F:41])[F:40])=[CH:22][C:23]([C:25]2[C:34]3[C:29](=[CH:30][CH:31]=[CH:32][CH:33]=3)[C:28]([C:35]([O:37][CH3:38])=[O:36])=[CH:27][CH:26]=2)=O)[CH:14]=[C:15]([C:17]([F:20])([F:19])[F:18])[CH:16]=1. The catalyst is O.O1CCCC1. The product is [Cl:10][C:11]1[CH:12]=[C:13]([C:21]2([C:39]([F:41])([F:40])[F:42])[O:1][N:8]=[C:23]([C:25]3[C:34]4[C:29](=[CH:30][CH:31]=[CH:32][CH:33]=4)[C:28]([C:35]([O:37][CH3:38])=[O:36])=[CH:27][CH:26]=3)[CH2:22]2)[CH:14]=[C:15]([C:17]([F:18])([F:20])[F:19])[CH:16]=1. The yield is 0.760. (3) The reactants are [NH2:1][C:2]1[NH:3][C:4]([CH3:27])=[C:5]([C:23]([O:25][CH3:26])=[O:24])[CH:6]([C:13]2[CH:14]=[C:15]3[C:20](=[CH:21][CH:22]=2)[O:19][CH2:18][CH2:17][CH2:16]3)[C:7]=1[C:8]([O:10][CH2:11][CH3:12])=[O:9].C(C1C(=O)C(Cl)=C(Cl)C(=O)C=1C#N)#N. The catalyst is ClCCl. The product is [NH2:1][C:2]1[C:7]([C:8]([O:10][CH2:11][CH3:12])=[O:9])=[C:6]([C:13]2[CH:14]=[C:15]3[C:20](=[CH:21][CH:22]=2)[O:19][CH2:18][CH2:17][CH2:16]3)[C:5]([C:23]([O:25][CH3:26])=[O:24])=[C:4]([CH3:27])[N:3]=1. The yield is 0.649. (4) The reactants are Cl.[CH3:2][O:3][C:4]([CH:6]1[C:10](=[N:11]O)[CH2:9][S:8][CH2:7]1)=[O:5]. The catalyst is CCOCC.CO. The product is [CH3:2][O:3][C:4]([C:6]1[C:10]([NH2:11])=[CH:9][S:8][CH:7]=1)=[O:5]. The yield is 0.910. (5) The reactants are Br[C:2]1[C:11]2[C:6](=[CH:7][C:8]([Br:12])=[CH:9][CH:10]=2)[CH:5]=[C:4]([C:13]([OH:15])=[O:14])[C:3]=1[OH:16].C(O)(=O)C.[Sn].Cl. The catalyst is O. The product is [Br:12][C:8]1[CH:7]=[C:6]2[C:11]([CH:2]=[C:3]([OH:16])[C:4]([C:13]([OH:15])=[O:14])=[CH:5]2)=[CH:10][CH:9]=1. The yield is 0.965. (6) The reactants are [NH:1]1[C:9]2[C:4](=[CH:5][CH:6]=[CH:7][C:8]=2[C:10]([O:12][CH3:13])=[O:11])[CH:3]=[CH:2]1.[H-].[Na+].[I-].[K+].Br[CH2:19][CH:20]([O:23][CH3:24])[O:21][CH3:22]. The catalyst is CN(C=O)C. The product is [CH3:22][O:21][CH:20]([O:23][CH3:24])[CH2:19][N:1]1[C:9]2[C:4](=[CH:5][CH:6]=[CH:7][C:8]=2[C:10]([O:12][CH3:13])=[O:11])[CH:3]=[CH:2]1. The yield is 0.590. (7) The reactants are [CH:1]1([NH:7][C:8]([C:10]2[N:11]=[C:12]([C:24]3[CH:29]=[CH:28][C:27]([Cl:30])=[CH:26][C:25]=3[Cl:31])[N:13]([C:17]3[CH:22]=[CH:21][C:20]([OH:23])=[CH:19][CH:18]=3)[C:14]=2[CH2:15][OH:16])=[O:9])[CH2:6][CH2:5][CH2:4][CH2:3][CH2:2]1.C(N(CC)CC)C.[F:39][C:40]([F:48])([F:47])[CH2:41][CH2:42][S:43](Cl)(=[O:45])=[O:44]. The catalyst is ClCCl. The product is [CH:1]1([NH:7][C:8]([C:10]2[N:11]=[C:12]([C:24]3[CH:29]=[CH:28][C:27]([Cl:30])=[CH:26][C:25]=3[Cl:31])[N:13]([C:17]3[CH:18]=[CH:19][C:20]([O:23][S:43]([CH2:42][CH2:41][C:40]([F:48])([F:47])[F:39])(=[O:45])=[O:44])=[CH:21][CH:22]=3)[C:14]=2[CH2:15][OH:16])=[O:9])[CH2:6][CH2:5][CH2:4][CH2:3][CH2:2]1. The yield is 0.380.